Dataset: Peptide-MHC class II binding affinity with 134,281 pairs from IEDB. Task: Regression. Given a peptide amino acid sequence and an MHC pseudo amino acid sequence, predict their binding affinity value. This is MHC class II binding data. (1) The peptide sequence is KSMKVTVAFNQFGPN. The MHC is DRB1_1101 with pseudo-sequence DRB1_1101. The binding affinity (normalized) is 0.259. (2) The peptide sequence is VHAQTVEDEARRMWA. The MHC is DRB1_0802 with pseudo-sequence DRB1_0802. The binding affinity (normalized) is 0.0947. (3) The binding affinity (normalized) is 0.501. The peptide sequence is GSRGYRLQRKIEAIF. The MHC is DRB1_0301 with pseudo-sequence DRB1_0301. (4) The peptide sequence is ESTGGAYDTYKSIPS. The MHC is DRB1_0404 with pseudo-sequence DRB1_0404. The binding affinity (normalized) is 0.225. (5) The MHC is DRB3_0101 with pseudo-sequence DRB3_0101. The peptide sequence is GEIYKRWIILGLNKIVRMY. The binding affinity (normalized) is 0.463. (6) The peptide sequence is EKKYFAATQFETLAA. The MHC is HLA-DQA10301-DQB10302 with pseudo-sequence HLA-DQA10301-DQB10302. The binding affinity (normalized) is 0.381. (7) The peptide sequence is AYPSVLGQTIRNSRW. The MHC is DRB1_0401 with pseudo-sequence DRB1_0401. The binding affinity (normalized) is 0.265.